This data is from Forward reaction prediction with 1.9M reactions from USPTO patents (1976-2016). The task is: Predict the product of the given reaction. (1) Given the reactants [F:1][C:2]1[C:3]([N:12]2[CH2:17][CH2:16][CH:15]([N:18]3[CH2:22][CH2:21][N:20]([CH2:23][C:24]4[CH:32]=[CH:31][C:27]([C:28](O)=[O:29])=[CH:26][CH:25]=4)[C:19]3=[O:33])[CH2:14][CH2:13]2)=[N:4][CH:5]=[C:6]([C:8]([F:11])([F:10])[F:9])[CH:7]=1.CN(C(ON1N=NC2[CH:45]=[CH:46][CH:47]=[N:48][C:43]1=2)=[N+](C)C)C.F[P-](F)(F)(F)(F)F.C(N(CC)CC)C.N1CCCC1, predict the reaction product. The product is: [F:1][C:2]1[C:3]([N:12]2[CH2:17][CH2:16][CH:15]([N:18]3[CH2:22][CH2:21][N:20]([CH2:23][C:24]4[CH:32]=[CH:31][C:27]([C:28]([N:48]5[CH2:47][CH2:46][CH2:45][CH2:43]5)=[O:29])=[CH:26][CH:25]=4)[C:19]3=[O:33])[CH2:14][CH2:13]2)=[N:4][CH:5]=[C:6]([C:8]([F:9])([F:11])[F:10])[CH:7]=1. (2) Given the reactants [O:1]([C:8]([CH2:10][CH2:11][CH2:12][NH:13]C(=O)OC(C)(C)C)=[O:9])[C:2]1[CH:7]=[CH:6][CH:5]=[CH:4][CH:3]=1.C1(OC(=O)NCCNC(OC(C)(C)C)=O)C=CC=CC=1.[ClH:41].NCCNC(=O)OC1C=CC=CC=1, predict the reaction product. The product is: [ClH:41].[NH2:13][CH2:12][CH2:11][CH2:10][C:8]([O:1][C:2]1[CH:7]=[CH:6][CH:5]=[CH:4][CH:3]=1)=[O:9]. (3) Given the reactants [CH3:1][C:2]1([CH3:9])[CH2:7][CH2:6][CH2:5][C:4](=O)[CH2:3]1.[ClH:10].[NH2:11]O, predict the reaction product. The product is: [ClH:10].[CH3:1][C:2]1([CH3:9])[CH2:7][CH2:6][CH2:5][CH:4]([NH2:11])[CH2:3]1.